Dataset: Full USPTO retrosynthesis dataset with 1.9M reactions from patents (1976-2016). Task: Predict the reactants needed to synthesize the given product. (1) Given the product [O:29]=[C:25]1[CH:24]=[C:23]([O:5][CH:6]2[CH2:11][CH2:10][N:9]([C:12]([O:14][CH2:15][C:16]3[CH:21]=[CH:20][CH:19]=[CH:18][CH:17]=3)=[O:13])[CH2:8][CH2:7]2)[CH:28]=[CH:27][NH:26]1, predict the reactants needed to synthesize it. The reactants are: CS([O:5][CH:6]1[CH2:11][CH2:10][N:9]([C:12]([O:14][CH2:15][C:16]2[CH:21]=[CH:20][CH:19]=[CH:18][CH:17]=2)=[O:13])[CH2:8][CH2:7]1)(=O)=O.O[C:23]1[CH:28]=[CH:27][NH:26][C:25](=[O:29])[CH:24]=1.C(=O)([O-])[O-].[K+].[K+].CN(C=O)C. (2) Given the product [ClH:1].[ClH:1].[CH3:33][N:32]1[C:28]([C:26]#[C:27][C:2]2[CH:7]=[CH:6][N:5]3[C:8]([C:11]4[CH:12]=[C:13]([NH:17][C:18]([NH:20][CH2:21][C:22]([F:25])([F:24])[F:23])=[O:19])[CH:14]=[CH:15][CH:16]=4)=[CH:9][N:10]=[C:4]3[CH:3]=2)=[CH:29][N:30]=[CH:31]1, predict the reactants needed to synthesize it. The reactants are: [Cl:1][C:2]1[CH:7]=[CH:6][N:5]2[C:8]([C:11]3[CH:12]=[C:13]([NH:17][C:18]([NH:20][CH2:21][C:22]([F:25])([F:24])[F:23])=[O:19])[CH:14]=[CH:15][CH:16]=3)=[CH:9][N:10]=[C:4]2[CH:3]=1.[C:26]([C:28]1[N:32]([CH3:33])[CH:31]=[N:30][CH:29]=1)#[CH:27].C(=O)([O-])[O-].[Cs+].[Cs+]. (3) Given the product [Cl:18][C:19]1[N:20]=[CH:21][N:22]=[C:23]([O:25][C:26]2[CH:27]=[CH:28][C:29]([NH:32][C:33]([NH:13][C:10]3[CH:11]=[CH:12][C:7]([CH2:6][N:3]([CH2:4][CH3:5])[CH2:1][CH3:2])=[C:8]([C:14]([F:15])([F:16])[F:17])[CH:9]=3)=[O:34])=[CH:30][CH:31]=2)[CH:24]=1, predict the reactants needed to synthesize it. The reactants are: [CH2:1]([N:3]([CH2:6][C:7]1[CH:12]=[CH:11][C:10]([NH2:13])=[CH:9][C:8]=1[C:14]([F:17])([F:16])[F:15])[CH2:4][CH3:5])[CH3:2].[Cl:18][C:19]1[CH:24]=[C:23]([O:25][C:26]2[CH:31]=[CH:30][C:29]([N:32]=[C:33]=[O:34])=[CH:28][CH:27]=2)[N:22]=[CH:21][N:20]=1. (4) Given the product [C:8]([C:12]1[CH:13]=[C:14]([NH:27][C:28]([NH:30][C@@H:31]2[C:40]3[C:35](=[CH:36][CH:37]=[CH:38][CH:39]=3)[C@H:34]([O:41][C:42]3[CH:43]=[CH:44][C:45]4[N:46]([C:48]([N:51]5[CH2:56][CH2:55][CH2:54][CH2:53][C@H:52]5[CH3:57])=[N:49][N:50]=4)[CH:47]=3)[CH2:33][CH2:32]2)=[O:29])[N:15]([C:17]2[CH:22]=[CH:21][CH:20]=[C:19]([O:23][CH2:24][CH2:25][OH:26])[CH:18]=2)[N:16]=1)([CH3:11])([CH3:9])[CH3:10], predict the reactants needed to synthesize it. The reactants are: C[C@@H]1CCCCN1.[C:8]([C:12]1[CH:13]=[C:14]([NH:27][C:28]([NH:30][C@@H:31]2[C:40]3[C:35](=[CH:36][CH:37]=[CH:38][CH:39]=3)[C@H:34]([O:41][C:42]3[CH:43]=[CH:44][C:45]4[N:46]([C:48]([N:51]5[CH2:56][CH2:55][CH2:54][CH2:53][C@@H:52]5[CH3:57])=[N:49][N:50]=4)[CH:47]=3)[CH2:33][CH2:32]2)=[O:29])[N:15]([C:17]2[CH:22]=[CH:21][CH:20]=[C:19]([O:23][CH2:24][CH2:25][OH:26])[CH:18]=2)[N:16]=1)([CH3:11])([CH3:10])[CH3:9]. (5) The reactants are: [C:1]([N:4]1[CH2:8][CH2:7][CH:6]([C:9]2[CH:14]=[CH:13][CH:12]=[CH:11][CH:10]=2)[C:5]1(C(OCC)=O)[C:15]([O:17]CC)=[O:16])(=[O:3])[CH3:2].[OH-].[K+]. Given the product [C:1]([N:4]1[CH2:8][CH2:7][CH:6]([C:9]2[CH:14]=[CH:13][CH:12]=[CH:11][CH:10]=2)[C@H:5]1[C:15]([OH:17])=[O:16])(=[O:3])[CH3:2], predict the reactants needed to synthesize it.